Dataset: Full USPTO retrosynthesis dataset with 1.9M reactions from patents (1976-2016). Task: Predict the reactants needed to synthesize the given product. (1) Given the product [ClH:19].[NH2:10][CH:7]1[CH2:8][CH2:9][C:4]([CH:1]([CH3:3])[CH3:2])([OH:18])[CH2:5][CH2:6]1, predict the reactants needed to synthesize it. The reactants are: [CH:1]([C:4]1([OH:18])[CH2:9][CH2:8][CH:7]([NH:10]C(=O)OC(C)(C)C)[CH2:6][CH2:5]1)([CH3:3])[CH3:2].[ClH:19].O1CCOCC1. (2) Given the product [Br:12][C:11]1[C:10]([Br:13])=[CH:9][S:8][C:7]=1[C:5](=[O:6])[C:4]([OH:14])=[O:3], predict the reactants needed to synthesize it. The reactants are: C([O:3][C:4](=[O:14])[C:5]([C:7]1[S:8][CH:9]=[C:10]([Br:13])[C:11]=1[Br:12])=[O:6])C.[OH-].[Na+].Cl. (3) The reactants are: [NH2:1][C:2]1[CH:11]=[CH:10][CH:9]=[C:8]2[C:3]=1[C:4]([CH:13]=[CH2:14])=[CH:5][N:6]=[C:7]2[Cl:12].O=[C:16]1[CH2:21][CH2:20][CH2:19][N:18]([C:22]([O:24][C:25]([CH3:28])([CH3:27])[CH3:26])=[O:23])[CH2:17]1.S([O-])([O-])(=O)=O.[Na+].[Na+].C(O[BH-](OC(=O)C)OC(=O)C)(=O)C.[Na+]. Given the product [C:25]([O:24][C:22]([N:18]1[CH2:19][CH2:20][CH2:21][CH:16]([NH:1][C:2]2[CH:11]=[CH:10][CH:9]=[C:8]3[C:3]=2[C:4]([CH:13]=[CH2:14])=[CH:5][N:6]=[C:7]3[Cl:12])[CH2:17]1)=[O:23])([CH3:28])([CH3:26])[CH3:27], predict the reactants needed to synthesize it. (4) Given the product [CH:3]([C:5]1([C:11]2[CH:20]=[C:19]([Br:1])[C:18]3[C:13](=[CH:14][CH:15]=[CH:16][CH:17]=3)[C:12]=2[CH3:21])[CH:6]=[CH:7][CH:8]=[CH:9][CH2:10]1)=[O:4], predict the reactants needed to synthesize it. The reactants are: [Br:1]Br.[CH:3]([C:5]1([C:11]2[CH:20]=[CH:19][C:18]3[C:13](=[CH:14][CH:15]=[CH:16][CH:17]=3)[C:12]=2[CH3:21])[CH:10]=[CH:9][CH:8]=[CH:7][CH2:6]1)=[O:4].S([O-])([O-])=O.[Na+].[Na+]. (5) Given the product [O:1]=[C:2]1[NH:7][C:6]2[CH:8]=[C:9]([CH2:12][N:13]3[CH2:14][CH2:15][N:16]([C:19]4[CH:28]=[CH:27][C:22]([C:23]([OH:25])=[O:24])=[CH:21][CH:20]=4)[CH2:17][CH2:18]3)[CH:10]=[N:11][C:5]=2[N:4]2[CH2:29][CH2:30][CH2:31][CH2:32][C@@H:3]12, predict the reactants needed to synthesize it. The reactants are: [O:1]=[C:2]1[NH:7][C:6]2[CH:8]=[C:9]([CH2:12][N:13]3[CH2:18][CH2:17][N:16]([C:19]4[CH:28]=[CH:27][C:22]([C:23]([O:25]C)=[O:24])=[CH:21][CH:20]=4)[CH2:15][CH2:14]3)[CH:10]=[N:11][C:5]=2[N:4]2[CH2:29][CH2:30][CH2:31][CH2:32][C@@H:3]12.[Li+].[OH-]. (6) The reactants are: Cl[C:2](=[N:16][OH:17])[C@H:3]1[CH2:8][CH2:7][CH2:6][CH2:5][N:4]1[C:9]([O:11][C:12]([CH3:15])([CH3:14])[CH3:13])=[O:10].[C:18]([C:20]1[CH:21]=[C:22]([CH:25]=[CH:26][CH:27]=1)[C:23]#[N:24])#[CH:19].CCN(CC)CC. Given the product [C:12]([O:11][C:9]([N:4]1[CH2:5][CH2:6][CH2:7][CH2:8][C@@H:3]1[C:2]1[CH:19]=[C:18]([C:20]2[CH:27]=[CH:26][CH:25]=[C:22]([C:23]#[N:24])[CH:21]=2)[O:17][N:16]=1)=[O:10])([CH3:15])([CH3:14])[CH3:13], predict the reactants needed to synthesize it. (7) Given the product [CH:1]1([CH2:4][O:5][C:10]2[C:11]([CH3:21])=[C:12]([CH3:20])[C:13]3[N:14]([C:16]([NH2:19])=[N:17][N:18]=3)[N:15]=2)[CH2:3][CH2:2]1, predict the reactants needed to synthesize it. The reactants are: [CH:1]1([CH2:4][OH:5])[CH2:3][CH2:2]1.[H-].[Na+].Br.Cl[C:10]1[C:11]([CH3:21])=[C:12]([CH3:20])[C:13]2[N:14]([C:16]([NH2:19])=[N:17][N:18]=2)[N:15]=1. (8) The reactants are: C1(CN2C3C=CC(CSC(C)C)=CC=3N=C2CC(C)(C)C)CC1.[CH:24]1([CH2:27][N:28]2[C:32]3[CH:33]=[CH:34][C:35]([CH2:37][S:38]([CH:41]([CH3:43])[CH3:42])(=[O:40])=[O:39])=[CH:36][C:31]=3[N:30]=[C:29]2[CH2:44][C:45]([CH3:48])([CH3:47])[CH3:46])[CH2:26][CH2:25]1.[ClH:49]. Given the product [ClH:49].[CH:24]1([CH2:27][N:28]2[C:32]3[CH:33]=[CH:34][C:35]([CH2:37][S:38]([CH:41]([CH3:42])[CH3:43])(=[O:39])=[O:40])=[CH:36][C:31]=3[N:30]=[C:29]2[CH2:44][C:45]([CH3:47])([CH3:46])[CH3:48])[CH2:26][CH2:25]1, predict the reactants needed to synthesize it. (9) Given the product [F:27][C:25]([F:26])([F:28])[S:22]([C:19]1[CH:20]=[CH:21][C:16]([NH:7][C:4]2[CH:5]=[CH:6][C:1]([NH2:8])=[CH:2][CH:3]=2)=[CH:17][CH:18]=1)(=[O:23])=[O:24], predict the reactants needed to synthesize it. The reactants are: [C:1]1([NH2:8])[CH:6]=[CH:5][C:4]([NH2:7])=[CH:3][CH:2]=1.C(=O)([O-])[O-].[K+].[K+].Cl[C:16]1[CH:21]=[CH:20][C:19]([S:22]([C:25]([F:28])([F:27])[F:26])(=[O:24])=[O:23])=[CH:18][CH:17]=1. (10) Given the product [C:1]([O:5][C:6](=[O:19])[NH:7][CH2:8][CH2:9][CH2:10][CH2:11][C:12]1[CH:13]=[CH:14][C:15]([O:18][CH2:27][C:28]#[N:29])=[CH:16][CH:17]=1)([CH3:4])([CH3:2])[CH3:3], predict the reactants needed to synthesize it. The reactants are: [C:1]([O:5][C:6](=[O:19])[NH:7][CH2:8][CH2:9][CH2:10][CH2:11][C:12]1[CH:17]=[CH:16][C:15]([OH:18])=[CH:14][CH:13]=1)([CH3:4])([CH3:3])[CH3:2].C([O-])([O-])=O.[Cs+].[Cs+].I[CH2:27][C:28]#[N:29].